Dataset: Full USPTO retrosynthesis dataset with 1.9M reactions from patents (1976-2016). Task: Predict the reactants needed to synthesize the given product. (1) Given the product [Cl:1][C:2]1[CH:14]=[CH:13][C:12]([B:16]2[O:20][C:19]([CH3:22])([CH3:21])[C:18]([CH3:24])([CH3:23])[O:17]2)=[CH:11][C:3]=1[C:4]([O:6][C:7]([CH3:10])([CH3:9])[CH3:8])=[O:5], predict the reactants needed to synthesize it. The reactants are: [Cl:1][C:2]1[CH:14]=[CH:13][C:12](I)=[CH:11][C:3]=1[C:4]([O:6][C:7]([CH3:10])([CH3:9])[CH3:8])=[O:5].[B:16]1([B:16]2[O:20][C:19]([CH3:22])([CH3:21])[C:18]([CH3:24])([CH3:23])[O:17]2)[O:20][C:19]([CH3:22])([CH3:21])[C:18]([CH3:24])([CH3:23])[O:17]1.C([O-])(=O)C.[K+]. (2) Given the product [OH:36][CH:10]([CH2:9][OH:8])[CH2:11][N:12]1[C:16]([C:17]2[CH:22]=[CH:21][C:20]([F:23])=[CH:19][CH:18]=2)=[C:15]([C:24]2[CH:25]=[CH:26][C:27]3[O:32][CH2:31][C:30](=[O:33])[NH:29][C:28]=3[CH:34]=2)[C:14]([CH3:35])=[N:13]1, predict the reactants needed to synthesize it. The reactants are: C([O:8][CH2:9][C:10](=[O:36])[CH2:11][N:12]1[C:16]([C:17]2[CH:22]=[CH:21][C:20]([F:23])=[CH:19][CH:18]=2)=[C:15]([C:24]2[CH:25]=[CH:26][C:27]3[O:32][CH2:31][C:30](=[O:33])[NH:29][C:28]=3[CH:34]=2)[C:14]([CH3:35])=[N:13]1)C1C=CC=CC=1.CO. (3) Given the product [Cl:12][C:13]1[CH:18]=[CH:17][CH:16]=[CH:15][C:14]=1[O:19][CH2:2][C:3]1[C:8]([N+:9]([O-:11])=[O:10])=[CH:7][CH:6]=[CH:5][N:4]=1, predict the reactants needed to synthesize it. The reactants are: Br[CH2:2][C:3]1[C:8]([N+:9]([O-:11])=[O:10])=[CH:7][CH:6]=[CH:5][N:4]=1.[Cl:12][C:13]1[CH:18]=[CH:17][CH:16]=[CH:15][C:14]=1[OH:19]. (4) Given the product [F:27][C:2]([F:1])([F:26])[C:3]1[CH:4]=[C:5]([CH:9]([C:16]2[CH:21]=[CH:20][CH:19]=[C:18]([C:22]([F:23])([F:24])[F:25])[CH:17]=2)[N:10]2[CH2:15][CH2:14][N:13]([CH2:29][C:30]([O:32][C:33]([CH3:36])([CH3:35])[CH3:34])=[O:31])[CH2:12][CH2:11]2)[CH:6]=[CH:7][CH:8]=1, predict the reactants needed to synthesize it. The reactants are: [F:1][C:2]([F:27])([F:26])[C:3]1[CH:4]=[C:5]([CH:9]([C:16]2[CH:21]=[CH:20][CH:19]=[C:18]([C:22]([F:25])([F:24])[F:23])[CH:17]=2)[N:10]2[CH2:15][CH2:14][NH:13][CH2:12][CH2:11]2)[CH:6]=[CH:7][CH:8]=1.Br[CH2:29][C:30]([O:32][C:33]([CH3:36])([CH3:35])[CH3:34])=[O:31].C(N(CC)CC)C. (5) Given the product [CH2:1]([O:3][C:4]([C:5]1[CH:10]=[CH:9][C:8]2[NH:11][C:21](=[O:22])[NH:12][C:7]=2[CH:6]=1)=[O:13])[CH3:2], predict the reactants needed to synthesize it. The reactants are: [CH2:1]([O:3][C:4](=[O:13])[C:5]1[CH:10]=[CH:9][C:8]([NH2:11])=[C:7]([NH2:12])[CH:6]=1)[CH3:2].C(N(CC)CC)C.[C:21](=O)([O-])[O-:22].[K+].[K+].ClC(Cl)(OC(=O)OC(Cl)(Cl)Cl)Cl. (6) Given the product [C:1]([C:3](=[CH:13][O:14][CH2:15][CH3:16])[C:4]([NH:6][CH:7]1[CH2:12][CH2:11][CH2:10][CH2:9][CH2:8]1)=[O:5])#[N:2], predict the reactants needed to synthesize it. The reactants are: [C:1]([CH2:3][C:4]([NH:6][CH:7]1[CH2:12][CH2:11][CH2:10][CH2:9][CH2:8]1)=[O:5])#[N:2].[CH:13](OCC)(OCC)[O:14][CH2:15][CH3:16]. (7) Given the product [NH2:45][C:46]1[N:47]=[C:48]([N:57]2[CH2:58][CH2:59][N:60]([C:11]([CH:2]3[CH2:3][CH2:4][C:5]4[C:10](=[CH:9][CH:8]=[CH:7][CH:6]=4)[O:1]3)=[O:13])[CH2:61][CH2:62]2)[C:49]2[N:55]=[C:54]([Cl:56])[CH:53]=[CH:52][C:50]=2[N:51]=1, predict the reactants needed to synthesize it. The reactants are: [O:1]1[C:10]2[C:5](=[CH:6][CH:7]=[CH:8][CH:9]=2)[CH2:4][CH2:3][CH:2]1[C:11]([OH:13])=O.C(N(CC)C(C)C)(C)C.F[B-](F)(F)F.N1(OC(N(C)C)=[N+](C)C)C2C=CC=CC=2N=N1.[NH2:45][C:46]1[N:47]=[C:48]([N:57]2[CH2:62][CH2:61][NH:60][CH2:59][CH2:58]2)[C:49]2[N:55]=[C:54]([Cl:56])[CH:53]=[CH:52][C:50]=2[N:51]=1. (8) Given the product [F:1][C:2]1[CH:7]=[CH:6][CH:5]=[CH:4][C:3]=1[C@H:8]([N:10]([CH2:27][C:28]1[CH:33]=[CH:32][C:31]([C:34]([O:36][CH3:37])=[O:35])=[CH:30][CH:29]=1)[C:11]([C@H:13]1[NH:17][CH2:16][Si:15]([CH3:25])([CH3:26])[CH2:14]1)=[O:12])[CH3:9].[ClH:38], predict the reactants needed to synthesize it. The reactants are: [F:1][C:2]1[CH:7]=[CH:6][CH:5]=[CH:4][C:3]=1[C@H:8]([N:10]([CH2:27][C:28]1[CH:33]=[CH:32][C:31]([C:34]([O:36][CH3:37])=[O:35])=[CH:30][CH:29]=1)[C:11]([C@H:13]1[N:17](C(OC(C)(C)C)=O)[CH2:16][Si:15]([CH3:26])([CH3:25])[CH2:14]1)=[O:12])[CH3:9].[ClH:38]. (9) Given the product [I:14][C:2]1[O:1][CH:5]=[CH:4][C:3]=1[C:6]([OH:8])=[O:7], predict the reactants needed to synthesize it. The reactants are: [O:1]1[CH:5]=[CH:4][C:3]([C:6]([OH:8])=[O:7])=[CH:2]1.[Li]CCCC.[I:14]I.O. (10) The reactants are: [CH3:1][O:2][CH2:3][CH2:4][O:5][C:6]1[CH:11]=[CH:10][C:9]([C:12]2[N:13]=[C:14]3[CH:19]=[CH:18][C:17]([O:20][CH2:21][CH2:22][CH3:23])=[N:16][N:15]3[CH:24]=2)=[CH:8][CH:7]=1.[CH2:25]=O.[CH3:27][NH:28][CH3:29]. Given the product [CH3:1][O:2][CH2:3][CH2:4][O:5][C:6]1[CH:11]=[CH:10][C:9]([C:12]2[N:13]=[C:14]3[CH:19]=[C:18]([CH3:25])[C:17]([O:20][CH2:21][CH2:22][CH3:23])=[N:16][N:15]3[C:24]=2[N:28]([CH3:29])[CH3:27])=[CH:8][CH:7]=1, predict the reactants needed to synthesize it.